Predict the reaction yield, written as a fraction of the theoretical maximum amount of product (1.0 means a 100% yield; for example, 0.34 means a 34% yield). From a dataset of Reaction yield outcomes from USPTO patents with 853,638 reactions. No catalyst specified. The yield is 0.0500. The reactants are [CH3:1][C:2]1[C:3]2[CH:11]=[CH:10][CH:9]=[CH:8][C:4]=2[S:5][C:6]=1[SH:7].Cl[CH2:13][C:14]([N:16]1[C:25]2[C:20](=[CH:21][CH:22]=[CH:23][CH:24]=2)[CH2:19][CH2:18][CH2:17]1)=[O:15].S1C(SCC(N2C3C(=CC=CC=3)CCC2)=O)=CC2C=CC=CC1=2. The product is [N:16]1([C:14](=[O:15])[CH2:13][S:7][C:6]2[S:5][C:4]3[CH:8]=[CH:9][CH:10]=[CH:11][C:3]=3[C:2]=2[CH3:1])[C:25]2[C:20](=[CH:21][CH:22]=[CH:23][CH:24]=2)[CH2:19][CH2:18][CH2:17]1.